From a dataset of Reaction yield outcomes from USPTO patents with 853,638 reactions. Predict the reaction yield, written as a fraction of the theoretical maximum amount of product (1.0 means a 100% yield; for example, 0.34 means a 34% yield). The product is [Cl:26][C:27]1[CH:32]=[CH:31][CH:30]=[CH:29][C:28]=1[C:33]([NH:35][C:36]([NH:20][C:19]1[CH:21]=[CH:22][C:16]([O:15][C:6]2[C:5]3[C:10](=[CH:11][C:12]([O:13][CH3:14])=[C:3]([O:2][CH3:1])[CH:4]=3)[N:9]=[CH:8][CH:7]=2)=[CH:17][CH:18]=1)=[S:37])=[O:34]. The yield is 1.00. The reactants are [CH3:1][O:2][C:3]1[CH:4]=[C:5]2[C:10](=[CH:11][C:12]=1[O:13][CH3:14])[N:9]=[CH:8][CH:7]=[C:6]2[O:15][C:16]1[CH:22]=[CH:21][C:19]([NH2:20])=[CH:18][CH:17]=1.C(O)C.[Cl:26][C:27]1[CH:32]=[CH:31][CH:30]=[CH:29][C:28]=1[C:33]([N:35]=[C:36]=[S:37])=[O:34]. The catalyst is C1(C)C=CC=CC=1.